From a dataset of Experimental lipophilicity measurements (octanol/water distribution) for 4,200 compounds from AstraZeneca. Regression/Classification. Given a drug SMILES string, predict its absorption, distribution, metabolism, or excretion properties. Task type varies by dataset: regression for continuous measurements (e.g., permeability, clearance, half-life) or binary classification for categorical outcomes (e.g., BBB penetration, CYP inhibition). For this dataset (lipophilicity_astrazeneca), we predict Y. (1) The molecule is Clc1ccccc1CN1CCc2sccc2C1. The Y is 3.46 logD. (2) The compound is CNC(=O)c1cccc(NC(=O)Nc2cccc(C#N)c2)c1CN1CCC(Cc2ccc(F)cc2)CC1. The Y is 3.97 logD. (3) The drug is Cc1cc(Oc2cc(S(=O)(=O)N3CCC[C@H](n4cc(C)c(=O)[nH]c4=O)C3)ccc2O)ccc1Cl. The Y is 2.40 logD. (4) The compound is COCCCc1cc(Nc2nc(NCc3cc(C)no3)ncc2Br)n[nH]1. The Y is 3.07 logD. (5) The drug is COc1cc(C(=O)NC[C@@H](O)CN2CCC(Oc3ccc(Cl)c(Cl)c3)CC2)ccc1N. The Y is 3.12 logD. (6) The compound is COc1ccc(C(=O)CS(=O)(=O)c2ccccc2)cc1. The Y is 1.96 logD. (7) The drug is COC(=O)c1ccc(CC(=O)N(C)C2CCN(CCC(c3ccccc3)c3ccccc3)CC2)cc1. The Y is 4.00 logD.